From a dataset of Full USPTO retrosynthesis dataset with 1.9M reactions from patents (1976-2016). Predict the reactants needed to synthesize the given product. (1) Given the product [ClH:37].[ClH:37].[ClH:37].[NH2:7][C@H:8]1[CH2:13][CH2:12][CH2:11][N:10]([C:14]2[N:15]=[CH:16][C:17]([NH:20][C:21]3[C:30]4[C:25](=[CH:26][CH:27]=[C:28]([C:31]5[CH:32]=[C:33]([Cl:39])[C:34]([OH:38])=[C:35]([Cl:37])[CH:36]=5)[N:29]=4)[N:24]=[CH:23][C:22]=3[C:40](=[O:43])[CH2:41][CH3:42])=[CH:18][CH:19]=2)[CH2:9]1, predict the reactants needed to synthesize it. The reactants are: C(OC(=O)[NH:7][C@H:8]1[CH2:13][CH2:12][CH2:11][N:10]([C:14]2[CH:19]=[CH:18][C:17]([NH:20][C:21]3[C:30]4[C:25](=[CH:26][CH:27]=[C:28]([C:31]5[CH:36]=[C:35]([Cl:37])[C:34]([OH:38])=[C:33]([Cl:39])[CH:32]=5)[N:29]=4)[N:24]=[CH:23][C:22]=3[C:40](=[O:43])[CH2:41][CH3:42])=[CH:16][N:15]=2)[CH2:9]1)(C)(C)C.C(O)(C(F)(F)F)=O. (2) Given the product [Br:18][C:10]1[CH:11]=[C:6]([O:5][CH2:4][C:3]2[C:13]([Cl:17])=[CH:14][CH:15]=[CH:16][C:2]=2[Cl:1])[C:7]([NH2:12])=[N:8][CH:9]=1, predict the reactants needed to synthesize it. The reactants are: [Cl:1][C:2]1[CH:16]=[CH:15][CH:14]=[C:13]([Cl:17])[C:3]=1[CH2:4][O:5][C:6]1[C:7]([NH2:12])=[N:8][CH:9]=[CH:10][CH:11]=1.[Br:18]N1C(=O)CCC1=O.